Task: Predict the reactants needed to synthesize the given product.. Dataset: Full USPTO retrosynthesis dataset with 1.9M reactions from patents (1976-2016) (1) Given the product [Cl:47][C:43]1[CH:42]=[C:41]([CH2:40][CH2:39][C:30]2[C:29]3[C:34](=[CH:35][CH:36]=[C:27]([C:25]([C:24]4[CH:23]=[CH:22][C:21]([Cl:20])=[CH:49][CH:48]=4)([OH:26])[C:6]4[N:2]([CH3:1])[CH:3]=[N:4][CH:5]=4)[CH:28]=3)[N:33]([CH3:37])[C:32](=[O:38])[CH:31]=2)[CH:46]=[CH:45][CH:44]=1, predict the reactants needed to synthesize it. The reactants are: [CH3:1][N:2]1[CH:6]=[CH:5][N:4]=[CH:3]1.[Li]CCCC.Cl[Si](CC)(CC)CC.[Cl:20][C:21]1[CH:49]=[CH:48][C:24]([C:25]([C:27]2[CH:28]=[C:29]3[C:34](=[CH:35][CH:36]=2)[N:33]([CH3:37])[C:32](=[O:38])[CH:31]=[C:30]3[CH2:39][CH2:40][C:41]2[CH:46]=[CH:45][CH:44]=[C:43]([Cl:47])[CH:42]=2)=[O:26])=[CH:23][CH:22]=1. (2) Given the product [CH3:1][CH:2]1[CH2:7][CH2:6][CH2:5][CH:4]([CH2:8][CH2:9][C:10]([OH:12])=[O:11])[CH2:3]1, predict the reactants needed to synthesize it. The reactants are: [CH3:1][C:2]1[CH:3]=[C:4](/[CH:8]=[CH:9]/[C:10]([OH:12])=[O:11])[CH:5]=[CH:6][CH:7]=1. (3) Given the product [Br:10][C:8]1[CH:7]=[CH:6][C:5]([CH2:11][Br:12])=[C:4]([CH2:3][OH:2])[CH:9]=1, predict the reactants needed to synthesize it. The reactants are: C[O:2][C:3](=O)[C:4]1[CH:9]=[C:8]([Br:10])[CH:7]=[CH:6][C:5]=1[CH2:11][Br:12].CC(C[AlH]CC(C)C)C.Cl. (4) Given the product [F:25][C:21]1[CH:20]=[C:19]([C:17]#[C:18][C:2]2[N:3]=[C:4]([CH3:16])[N:5]([C:8]3[CH:13]=[CH:12][N:11]([CH3:14])[C:10](=[O:15])[CH:9]=3)[C:6]=2[CH3:7])[CH:24]=[CH:23][CH:22]=1, predict the reactants needed to synthesize it. The reactants are: I[C:2]1[N:3]=[C:4]([CH3:16])[N:5]([C:8]2[CH:13]=[CH:12][N:11]([CH3:14])[C:10](=[O:15])[CH:9]=2)[C:6]=1[CH3:7].[C:17]([C:19]1[CH:24]=[CH:23][CH:22]=[C:21]([F:25])[CH:20]=1)#[CH:18]. (5) The reactants are: [CH:1]1([S:4]([N:7]2[CH2:12][CH2:11][N:10]([C:13]([C:15]3[NH:16][C:17]4[C:22]([CH:23]=3)=[CH:21][C:20]([C:24]([N:26]3[CH2:31][CH2:30][N:29]([CH:32]([CH3:34])[CH3:33])[CH2:28][CH2:27]3)=[O:25])=[CH:19][CH:18]=4)=[O:14])[CH2:9][CH2:8]2)(=[O:6])=[O:5])[CH2:3][CH2:2]1.[Cl:35][C:36]1[CH:37]=[C:38](B(O)O)[CH:39]=[CH:40][CH:41]=1. Given the product [Cl:35][C:36]1[CH:41]=[C:40]([N:16]2[C:17]3[C:22](=[CH:21][C:20]([C:24]([N:26]4[CH2:27][CH2:28][N:29]([CH:32]([CH3:34])[CH3:33])[CH2:30][CH2:31]4)=[O:25])=[CH:19][CH:18]=3)[CH:23]=[C:15]2[C:13]([N:10]2[CH2:9][CH2:8][N:7]([S:4]([CH:1]3[CH2:2][CH2:3]3)(=[O:5])=[O:6])[CH2:12][CH2:11]2)=[O:14])[CH:39]=[CH:38][CH:37]=1, predict the reactants needed to synthesize it. (6) Given the product [ClH:15].[CH3:16][N:17]1[CH2:22][CH2:21][CH:20]([C:23]([OH:25])=[O:24])[CH2:19][CH2:18]1, predict the reactants needed to synthesize it. The reactants are: N1CCC(C(O)=O)CC1.C(O)=O.C=O.[ClH:15].[CH3:16][N:17]1[CH2:22][CH2:21][CH:20]([C:23]([OH:25])=[O:24])[CH2:19][CH2:18]1. (7) The reactants are: [Br:1][C:2]1[CH:7]=[C:6]([C:8]2[CH:13]=[CH:12][CH:11]=[CH:10][CH:9]=2)[C:5]([C:14]2[CH:19]=[CH:18][CH:17]=[CH:16][CH:15]=2)=[CH:4][C:3]=1Br.CCCCCC.C([Li])CCC.[B:32](OC(C)C)([O:37]C(C)C)[O:33]C(C)C.Cl. Given the product [C:14]1([C:5]2[CH:4]=[C:3]([B:32]([OH:37])[OH:33])[C:2]([Br:1])=[CH:7][C:6]=2[C:8]2[CH:13]=[CH:12][CH:11]=[CH:10][CH:9]=2)[CH:19]=[CH:18][CH:17]=[CH:16][CH:15]=1, predict the reactants needed to synthesize it.